Dataset: Full USPTO retrosynthesis dataset with 1.9M reactions from patents (1976-2016). Task: Predict the reactants needed to synthesize the given product. (1) Given the product [CH:1]1([CH:7]([NH:32][C:33]2[CH:34]=[CH:35][C:36]([C:39]([N:41]([CH3:49])[CH2:42][CH2:43][C:44]([OH:46])=[O:45])=[O:40])=[CH:37][CH:38]=2)[C:9]2[C:10]([CH2:24][CH2:25][C:26]3[CH:31]=[CH:30][CH:29]=[CH:28][CH:27]=3)=[N:11][N:12]([C:14]3[CH:19]=[CH:18][C:17]([C:20]([F:22])([F:21])[F:23])=[CH:16][N:15]=3)[CH:13]=2)[CH2:6][CH2:5][CH2:4][CH2:3][CH2:2]1, predict the reactants needed to synthesize it. The reactants are: [CH:1]1([CH:7]([C:9]2[C:10]([CH2:24][CH2:25][C:26]3[CH:31]=[CH:30][CH:29]=[CH:28][CH:27]=3)=[N:11][N:12]([C:14]3[CH:19]=[CH:18][C:17]([C:20]([F:23])([F:22])[F:21])=[CH:16][N:15]=3)[CH:13]=2)O)[CH2:6][CH2:5][CH2:4][CH2:3][CH2:2]1.[NH2:32][C:33]1[CH:38]=[CH:37][C:36]([C:39]([N:41]([CH3:49])[CH2:42][CH2:43][C:44]([O:46]CC)=[O:45])=[O:40])=[CH:35][CH:34]=1. (2) The reactants are: [CH3:1][C:2]([C:4]1[CH:9]=[C:8]([O:10][CH2:11][C:12]([F:15])([F:14])[F:13])[CH:7]=[CH:6][C:5]=1[O:16][CH2:17][C:18]([F:21])([F:20])[F:19])=[O:3].[F:22][C:23]([F:33])([F:32])[C:24]1[CH:31]=[CH:30][CH:29]=[CH:28][C:25]=1[CH:26]=O. Given the product [F:21][C:18]([F:19])([F:20])[CH2:17][O:16][C:5]1[CH:6]=[CH:7][C:8]([O:10][CH2:11][C:12]([F:13])([F:14])[F:15])=[CH:9][C:4]=1[C:2](=[O:3])[CH:1]=[CH:26][C:25]1[CH:28]=[CH:29][CH:30]=[CH:31][C:24]=1[C:23]([F:22])([F:32])[F:33], predict the reactants needed to synthesize it. (3) Given the product [Cl:1][C:2]1[CH:3]=[C:4]([CH:10]=[CH:11][C:12]=1[N:13]1[CH2:17][CH2:16][CH2:15][CH2:14]1)[C:5]([OH:7])=[O:6], predict the reactants needed to synthesize it. The reactants are: [Cl:1][C:2]1[CH:3]=[C:4]([CH:10]=[CH:11][C:12]=1[N:13]1[CH2:17][CH2:16][CH2:15][CH2:14]1)[C:5]([O:7]CC)=[O:6].[OH-].[Na+]. (4) Given the product [CH3:20][O:21][C:2]([C:3]1[NH:7][C:6]([C@@H:8]([NH:10][C:11]([O:12][C:13]([CH3:16])([CH3:15])[CH3:14])=[O:17])[CH3:9])=[N:5][CH:4]=1)=[O:24], predict the reactants needed to synthesize it. The reactants are: F[C:2](F)(F)[C:3]1[NH:7][C:6]([C@@H:8]([NH:10][C:11](=[O:17])[O:12][C:13]([CH3:16])([CH3:15])[CH3:14])[CH3:9])=[N:5][CH:4]=1.[CH3:20][O-:21].[Na+].C[OH:24].